Task: Predict which catalyst facilitates the given reaction.. Dataset: Catalyst prediction with 721,799 reactions and 888 catalyst types from USPTO (1) Reactant: [Cl:1][C:2]1[CH:10]=[C:9]2[C:5]([C:6]([C:11]([O:13]C)=[O:12])=[CH:7][NH:8]2)=[CH:4][C:3]=1[C:15]1[CH:20]=[CH:19][C:18]([N:21]2[CH2:25][CH2:24][CH2:23][C:22]2=[O:26])=[CH:17][CH:16]=1.[OH-].[Na+].Cl. Product: [Cl:1][C:2]1[CH:10]=[C:9]2[C:5]([C:6]([C:11]([OH:13])=[O:12])=[CH:7][NH:8]2)=[CH:4][C:3]=1[C:15]1[CH:16]=[CH:17][C:18]([N:21]2[CH2:25][CH2:24][CH2:23][C:22]2=[O:26])=[CH:19][CH:20]=1. The catalyst class is: 24. (2) Reactant: [Br:1][C:2]1[CH:3]=[C:4]([NH2:16])[C:5]([NH:8][C:9]2[CH:14]=[CH:13][C:12]([F:15])=[CH:11][CH:10]=2)=[CH:6][CH:7]=1.S(=O)(=O)(O)O.[N:22]([O-])=O.[Na+].[I-].[Na+]. Product: [Br:1][C:2]1[CH:7]=[CH:6][C:5]2[N:8]([C:9]3[CH:14]=[CH:13][C:12]([F:15])=[CH:11][CH:10]=3)[N:22]=[N:16][C:4]=2[CH:3]=1. The catalyst class is: 58. (3) Reactant: [OH-].[Na+].[OH:3][C:4]1([CH2:22][N:23]([CH3:34])[C:24]2[CH:33]=[CH:32][C:27]([C:28]([O:30]C)=[O:29])=[CH:26][CH:25]=2)[CH2:9][CH2:8][N:7]([CH2:10][CH2:11][C:12]2[CH:17]=[CH:16][C:15]([S:18]([CH3:21])(=[O:20])=[O:19])=[CH:14][CH:13]=2)[CH2:6][CH2:5]1. Product: [OH:3][C:4]1([CH2:22][N:23]([CH3:34])[C:24]2[CH:25]=[CH:26][C:27]([C:28]([OH:30])=[O:29])=[CH:32][CH:33]=2)[CH2:9][CH2:8][N:7]([CH2:10][CH2:11][C:12]2[CH:13]=[CH:14][C:15]([S:18]([CH3:21])(=[O:19])=[O:20])=[CH:16][CH:17]=2)[CH2:6][CH2:5]1. The catalyst class is: 5. (4) Reactant: [F:1][C:2]1[CH:7]=[CH:6][C:5]([CH:8]([NH2:10])[CH3:9])=[CH:4][C:3]=1[N+:11]([O-:13])=[O:12].CCN(C(C)C)C(C)C.[C:23](O[C:23]([O:25][C:26]([CH3:29])([CH3:28])[CH3:27])=[O:24])([O:25][C:26]([CH3:29])([CH3:28])[CH3:27])=[O:24].CCOC(C)=O.O. Product: [F:1][C:2]1[CH:7]=[CH:6][C:5]([CH:8]([NH:10][C:23](=[O:24])[O:25][C:26]([CH3:29])([CH3:28])[CH3:27])[CH3:9])=[CH:4][C:3]=1[N+:11]([O-:13])=[O:12]. The catalyst class is: 1.